From a dataset of Catalyst prediction with 721,799 reactions and 888 catalyst types from USPTO. Predict which catalyst facilitates the given reaction. (1) Reactant: [Cl:1]N1C(=O)CCC1=O.[F:9][C:10]([F:22])([F:21])[O:11][C:12]1[CH:20]=[CH:19][CH:18]=[CH:17][C:13]=1[CH:14]=[N:15][OH:16].O. Product: [OH:16][N:15]=[C:14]([Cl:1])[C:13]1[CH:17]=[CH:18][CH:19]=[CH:20][C:12]=1[O:11][C:10]([F:21])([F:22])[F:9]. The catalyst class is: 9. (2) Reactant: [C:1]([C:3]1[CH:54]=[CH:53][C:6]([CH2:7][C:8]2[O:12][N:11]=[C:10]([C:13]3[CH:14]=[C:15]([CH:50]=[CH:51][CH:52]=3)[CH2:16][NH:17][C:18]([C@:20]34[CH2:46][CH2:45][C@@H:44]([C:47]([CH3:49])=[CH2:48])[CH:21]3[CH:22]3[C@@:35]([CH3:38])([CH2:36][CH2:37]4)[C@@:34]4([CH3:39])[CH:25]([C@:26]5([CH3:43])[CH:31]([CH2:32][CH2:33]4)[C:30]([CH3:41])([CH3:40])[C@@H:29]([OH:42])[CH2:28][CH2:27]5)[CH2:24][CH2:23]3)=[O:19])[N:9]=2)=[CH:5][CH:4]=1)#[N:2].[Si]([N:59]=[N+:60]=[N-:61])(C)(C)C. Product: [N:2]1[NH:59][N:60]=[N:61][C:1]=1[C:3]1[CH:54]=[CH:53][C:6]([CH2:7][C:8]2[O:12][N:11]=[C:10]([C:13]3[CH:14]=[C:15]([CH:50]=[CH:51][CH:52]=3)[CH2:16][NH:17][C:18]([C@:20]34[CH2:46][CH2:45][C@@H:44]([C:47]([CH3:49])=[CH2:48])[CH:21]3[CH:22]3[C@@:35]([CH3:38])([CH2:36][CH2:37]4)[C@@:34]4([CH3:39])[CH:25]([C@:26]5([CH3:43])[CH:31]([CH2:32][CH2:33]4)[C:30]([CH3:41])([CH3:40])[C@@H:29]([OH:42])[CH2:28][CH2:27]5)[CH2:24][CH2:23]3)=[O:19])[N:9]=2)=[CH:5][CH:4]=1. The catalyst class is: 11. (3) Reactant: [CH3:1][N:2]1[C:10]([CH:11]=[C:12]2[CH2:15][N:14]([C:16]([O:18][C:19]([CH3:22])([CH3:21])[CH3:20])=[O:17])[CH2:13]2)=[N:9][C:8]2[C:3]1=[N:4][C:5]([N:29]1[C:33]3[CH:34]=[CH:35][CH:36]=[CH:37][C:32]=3[N:31]=[C:30]1[CH2:38][CH3:39])=[N:6][C:7]=2[N:23]1[CH2:28][CH2:27][O:26][CH2:25][CH2:24]1. Product: [CH3:1][N:2]1[C:10]([CH2:11][CH:12]2[CH2:13][N:14]([C:16]([O:18][C:19]([CH3:22])([CH3:21])[CH3:20])=[O:17])[CH2:15]2)=[N:9][C:8]2[C:3]1=[N:4][C:5]([N:29]1[C:33]3[CH:34]=[CH:35][CH:36]=[CH:37][C:32]=3[N:31]=[C:30]1[CH2:38][CH3:39])=[N:6][C:7]=2[N:23]1[CH2:24][CH2:25][O:26][CH2:27][CH2:28]1. The catalyst class is: 29. (4) Reactant: Cl[CH2:2][C:3]1[N:4]=[C:5]2[S:12][C:11]([CH3:13])=[C:10]([C:14]([O:16][CH3:17])=[O:15])[N:6]2[C:7](=[O:9])[CH:8]=1.[I-].[K+].C(=O)([O-])[O-].[K+].[K+].[F:26][C:27]1[CH:32]=[CH:31][C:30]([OH:33])=[CH:29][CH:28]=1. Product: [F:26][C:27]1[CH:32]=[CH:31][C:30]([O:33][CH2:2][C:3]2[N:4]=[C:5]3[S:12][C:11]([CH3:13])=[C:10]([C:14]([O:16][CH3:17])=[O:15])[N:6]3[C:7](=[O:9])[CH:8]=2)=[CH:29][CH:28]=1. The catalyst class is: 10. (5) Reactant: [CH:1]1[C:9]2[C:8]3[CH:10]=[CH:11][CH:12]=[CH:13][C:7]=3[O:6][C:5]=2[CH:4]=[CH:3][CH:2]=1.CN(C)CCN(C)C.[Li]CCCC.B(OCCCC)(OCCCC)[O:28]CCCC.OO.Cl. Product: [CH:1]1[C:9]2[C:8]3[CH:10]=[CH:11][CH:12]=[CH:13][C:7]=3[O:6][C:5]=2[C:4]([OH:28])=[CH:3][CH:2]=1. The catalyst class is: 27. (6) Reactant: C([O:4][C@H:5]1[C@H:10]([O:11]C(=O)C)[C@@H:9]([O:15]C(=O)C)[C@H:8]([C:19]2[S:20][C:21]([CH2:26][C:27]3[CH:32]=[CH:31][C:30]([CH2:33][CH3:34])=[CH:29][CH:28]=3)=[C:22]([CH3:25])[C:23]=2[Br:24])[O:7][C@@H:6]1[CH2:35][O:36]C(=O)C)(=O)C.C[O-].[Na+].CC(O)=O. Product: [Br:24][C:23]1[C:22]([CH3:25])=[C:21]([CH2:26][C:27]2[CH:28]=[CH:29][C:30]([CH2:33][CH3:34])=[CH:31][CH:32]=2)[S:20][C:19]=1[C@H:8]1[C@H:9]([OH:15])[C@@H:10]([OH:11])[C@H:5]([OH:4])[C@@H:6]([CH2:35][OH:36])[O:7]1. The catalyst class is: 5.